Dataset: NCI-60 drug combinations with 297,098 pairs across 59 cell lines. Task: Regression. Given two drug SMILES strings and cell line genomic features, predict the synergy score measuring deviation from expected non-interaction effect. (1) Drug 1: C1CC(=O)NC(=O)C1N2CC3=C(C2=O)C=CC=C3N. Drug 2: C1CN1P(=S)(N2CC2)N3CC3. Cell line: A549. Synergy scores: CSS=42.1, Synergy_ZIP=-2.84, Synergy_Bliss=3.04, Synergy_Loewe=-0.246, Synergy_HSA=6.45. (2) Drug 1: CCN(CC)CCCC(C)NC1=C2C=C(C=CC2=NC3=C1C=CC(=C3)Cl)OC. Drug 2: C(CN)CNCCSP(=O)(O)O. Cell line: KM12. Synergy scores: CSS=19.3, Synergy_ZIP=-7.04, Synergy_Bliss=-5.75, Synergy_Loewe=-36.6, Synergy_HSA=-13.8.